This data is from Reaction yield outcomes from USPTO patents with 853,638 reactions. The task is: Predict the reaction yield, written as a fraction of the theoretical maximum amount of product (1.0 means a 100% yield; for example, 0.34 means a 34% yield). (1) The catalyst is Cl[Pd](Cl)([P](C1C=CC=CC=1)(C1C=CC=CC=1)C1C=CC=CC=1)[P](C1C=CC=CC=1)(C1C=CC=CC=1)C1C=CC=CC=1.O. The yield is 0.0700. The product is [F:24][C:21]1[N:20]=[CH:19][C:18]([C:5]2[CH:6]=[CH:7][CH:8]=[C:9]3[C:4]=2[N:3]=[C:2]([C:41]2[CH:40]=[CH:39][C:38]([NH:37][C:35](=[O:36])[NH:34][C:31]4[CH:30]=[CH:29][C:28]([C:27]([N:26]([CH3:54])[CH3:25])=[O:53])=[CH:33][CH:32]=4)=[CH:43][CH:42]=2)[N:11]=[C:10]3[N:12]2[CH2:17][CH2:16][O:15][CH2:14][CH2:13]2)=[CH:23][CH:22]=1. The reactants are Cl[C:2]1[N:11]=[C:10]([N:12]2[CH2:17][CH2:16][O:15][CH2:14][CH2:13]2)[C:9]2[C:4](=[C:5]([C:18]3[CH:19]=[N:20][C:21]([F:24])=[CH:22][CH:23]=3)[CH:6]=[CH:7][CH:8]=2)[N:3]=1.[CH3:25][N:26]([CH3:54])[C:27](=[O:53])[C:28]1[CH:33]=[CH:32][C:31]([NH:34][C:35]([NH:37][C:38]2[CH:43]=[CH:42][C:41](B3OC(C)(C)C(C)(C)O3)=[CH:40][CH:39]=2)=[O:36])=[CH:30][CH:29]=1.C(=O)([O-])[O-].[Cs+].[Cs+].CN(C=O)C. (2) The reactants are C(OC([N:6]1[CH2:10][CH2:9][CH:8]([CH2:11][O:12][C:13]([O:15][CH:16]=[CH2:17])=[O:14])[CH2:7]1)=O)=C.[ClH:18]. The catalyst is C(Cl)Cl. The product is [ClH:18].[CH:16]([O:15][C:13](=[O:14])[O:12][CH2:11][CH:8]1[CH2:9][CH2:10][NH:6][CH2:7]1)=[CH2:17]. The yield is 0.990. (3) The reactants are [Cl:1][C:2]1[CH:3]=[C:4]([CH:8]=[CH:9][C:10]=1[CH2:11][NH:12][C:13]([NH:15][CH:16]1[C:22]2[CH:23]=[CH:24][CH:25]=[CH:26][C:21]=2[CH2:20][CH2:19][C:18]2[CH:27]=[CH:28][CH:29]=[CH:30][C:17]1=2)=[O:14])[C:5](O)=[O:6].CN(C(ON1N=NC2C=CC=NC1=2)=[N+](C)C)C.F[P-](F)(F)(F)(F)F.CCN(C(C)C)C(C)C.[NH2:64][CH2:65][C@@H:66]1[CH2:70][CH2:69][CH2:68][N:67]1[CH2:71][CH3:72]. The catalyst is CC(N(C)C)=O. The product is [Cl:1][C:2]1[CH:3]=[C:4]([CH:8]=[CH:9][C:10]=1[CH2:11][NH:12][C:13]([NH:15][CH:16]1[C:17]2[CH:30]=[CH:29][CH:28]=[CH:27][C:18]=2[CH2:19][CH2:20][C:21]2[CH:26]=[CH:25][CH:24]=[CH:23][C:22]1=2)=[O:14])[C:5]([NH:64][CH2:65][C@H:66]1[CH2:70][CH2:69][CH2:68][N:67]1[CH2:71][CH3:72])=[O:6]. The yield is 0.370. (4) The reactants are [Cl:1][C:2]1[C:16]([F:17])=[CH:15][CH:14]=[C:13]([Cl:18])[C:3]=1[CH2:4][O:5][C:6]1[C:7]([NH2:12])=[N:8][CH:9]=[CH:10][CH:11]=1.[Br:19]N1C(=O)CCC1=O. The catalyst is C(#N)C. The product is [Br:19][C:10]1[CH:11]=[C:6]([O:5][CH2:4][C:3]2[C:13]([Cl:18])=[CH:14][CH:15]=[C:16]([F:17])[C:2]=2[Cl:1])[C:7]([NH2:12])=[N:8][CH:9]=1. The yield is 0.510. (5) The reactants are [C:1]([O:5][C:6]([N:8]1[CH2:13][CH2:12][C:11](=[O:14])[CH2:10][CH2:9]1)=[O:7])([CH3:4])([CH3:3])[CH3:2].[BH4-].[Na+]. The catalyst is CO. The product is [C:1]([O:5][C:6]([N:8]1[CH2:13][CH2:12][CH:11]([OH:14])[CH2:10][CH2:9]1)=[O:7])([CH3:4])([CH3:2])[CH3:3]. The yield is 0.768. (6) The reactants are [CH2:1]([O:8][C:9](=[O:34])[N:10]([CH2:31][CH:32]=[CH2:33])[C:11]1[C:16](=[O:17])[N:15]2[C@H:18]([C:22](=[O:30])[NH:23][C:24]3[CH:29]=[CH:28][CH:27]=[CH:26][CH:25]=3)[CH2:19][CH:20]([CH3:21])[C:14]2=[N:13][CH:12]=1)[C:2]1[CH:7]=[CH:6][CH:5]=[CH:4][CH:3]=1.[Li+].C[Si]([N-][Si](C)(C)C)(C)C.Br[CH2:46][C:47]([O:49][C:50]([CH3:53])([CH3:52])[CH3:51])=[O:48]. The catalyst is C1COCC1. The product is [C:50]([O:49][C:47](=[O:48])[CH2:46][C@@:20]1([CH3:21])[C:14]2=[N:13][CH:12]=[C:11]([N:10]([CH2:31][CH:32]=[CH2:33])[C:9]([O:8][CH2:1][C:2]3[CH:7]=[CH:6][CH:5]=[CH:4][CH:3]=3)=[O:34])[C:16](=[O:17])[N:15]2[C@@H:18]([C:22](=[O:30])[NH:23][C:24]2[CH:25]=[CH:26][CH:27]=[CH:28][CH:29]=2)[CH2:19]1)([CH3:53])([CH3:52])[CH3:51]. The yield is 0.590. (7) The reactants are C(Cl)(=O)C(Cl)=[O:3].CS(C)=O.[CH3:11][N:12]([CH3:42])[S:13]([N:16]1[C:20]([CH2:21][CH:22]([C:24]2C=[CH:32][C:27]3[O:28][CH2:29][CH2:30][O:31][C:26]=3[CH:25]=2)O)=[C:19]([CH3:34])[N:18]=[C:17]1[Si](C(C)(C)C)(C)C)(=[O:15])=[O:14].C(N(CC)CC)C. The catalyst is C(Cl)Cl. The product is [CH3:42][N:12]([CH3:11])[S:13]([N:16]1[C:20]([CH:21]([C:22]2[CH:24]=[CH:25][C:26]3[O:31][CH2:30][CH2:29][O:28][C:27]=3[CH:32]=2)[OH:3])=[C:19]([CH3:34])[N:18]=[CH:17]1)(=[O:14])=[O:15]. The yield is 0.790.